From a dataset of Full USPTO retrosynthesis dataset with 1.9M reactions from patents (1976-2016). Predict the reactants needed to synthesize the given product. (1) The reactants are: [F:1][C:2]1[CH:7]=[C:6]([F:8])[CH:5]=[CH:4][C:3]=1I.[C:10]([OH:14])(=[O:13])[C:11]#[CH:12].C(NC(C)C)(C)C. Given the product [F:1][C:2]1[CH:7]=[C:6]([F:8])[CH:5]=[CH:4][C:3]=1[C:12]#[C:11][C:10]([OH:14])=[O:13], predict the reactants needed to synthesize it. (2) The reactants are: [Mg].BrC(Br)C.[CH2:6]([C:8]1[CH:13]=[C:12]([CH3:14])[CH:11]=[C:10]([CH2:15][CH3:16])[C:9]=1Br)[CH3:7].[C:18](OCC)(=[O:24])[C:19]([O:21][CH2:22][CH3:23])=[O:20].Cl. Given the product [CH2:6]([C:8]1[CH:13]=[C:12]([CH3:14])[CH:11]=[C:10]([CH2:15][CH3:16])[C:9]=1[C:18](=[O:24])[C:19]([O:21][CH2:22][CH3:23])=[O:20])[CH3:7], predict the reactants needed to synthesize it. (3) Given the product [CH2:1]([C:3]([C:28]1[CH:33]=[CH:32][C:31]([O:34][S:35]([C:38]([F:39])([F:40])[F:41])(=[O:37])=[O:36])=[C:30]([CH3:42])[CH:29]=1)([C:6]1[CH:11]=[CH:10][C:9](/[CH:12]=[CH:13]/[C:14]([OH:23])([C:19]([F:20])([F:21])[F:22])[C:15]([F:16])([F:17])[F:18])=[C:8]([CH3:27])[CH:7]=1)[CH2:4][CH3:5])[CH3:2], predict the reactants needed to synthesize it. The reactants are: [CH2:1]([C:3]([C:28]1[CH:33]=[CH:32][C:31]([O:34][S:35]([C:38]([F:41])([F:40])[F:39])(=[O:37])=[O:36])=[C:30]([CH3:42])[CH:29]=1)([C:6]1[CH:11]=[CH:10][C:9](/[CH:12]=[CH:13]/[C:14]([O:23]COC)([C:19]([F:22])([F:21])[F:20])[C:15]([F:18])([F:17])[F:16])=[C:8]([CH3:27])[CH:7]=1)[CH2:4][CH3:5])[CH3:2].FC(F)(F)C(O)=O.